This data is from Forward reaction prediction with 1.9M reactions from USPTO patents (1976-2016). The task is: Predict the product of the given reaction. (1) Given the reactants [F:1][C:2]([F:9])([F:8])[C:3]1[CH:7]=[CH:6][NH:5][N:4]=1.N#N.[CH2:12](Cl)[C:13]1[CH:18]=[CH:17][CH:16]=[CH:15][CH:14]=1.[C:20](OCC)(=[O:22])C.CCCCCC, predict the reaction product. The product is: [CH3:20][O:22][C:16]1[CH:17]=[CH:18][C:13]([CH2:12][N:5]2[CH:6]=[CH:7][C:3]([C:2]([F:9])([F:8])[F:1])=[N:4]2)=[CH:14][CH:15]=1. (2) Given the reactants Cl[C:2]1[C:11]2[C:6](=[CH:7][C:8]([C:14]3[C:15]([CH3:20])=[N:16][O:17][C:18]=3[CH3:19])=[C:9]([O:12][CH3:13])[CH:10]=2)[N:5]=[CH:4][C:3]=1[C:21]([NH2:23])=[O:22].[N:24]1[CH:29]=[CH:28][CH:27]=[CH:26][C:25]=1[C@H:30]([NH2:32])[CH3:31].CCN(C(C)C)C(C)C, predict the reaction product. The product is: [CH3:20][C:15]1[C:14]([C:8]2[CH:7]=[C:6]3[C:11]([C:2]([NH:32][C@@H:30]([C:25]4[CH:26]=[CH:27][CH:28]=[CH:29][N:24]=4)[CH3:31])=[C:3]([C:21]([NH2:23])=[O:22])[CH:4]=[N:5]3)=[CH:10][C:9]=2[O:12][CH3:13])=[C:18]([CH3:19])[O:17][N:16]=1. (3) Given the reactants [NH2:1][C:2](=[O:44])[CH2:3][C:4]1[CH:43]=[CH:42][CH:41]=[CH:40][C:5]=1[CH2:6][CH2:7][C:8]1[C:13]([C:14]([F:17])([F:16])[F:15])=[CH:12][N:11]=[C:10]([NH:18][C:19]2[CH:24]=[CH:23][C:22]([CH:25]3[CH2:30][CH2:29][N:28](C(OC(C)(C)C)=O)[CH2:27][CH2:26]3)=[CH:21][C:20]=2[O:38][CH3:39])[N:9]=1.C(O)(C(F)(F)F)=O, predict the reaction product. The product is: [CH3:39][O:38][C:20]1[CH:21]=[C:22]([CH:25]2[CH2:30][CH2:29][NH:28][CH2:27][CH2:26]2)[CH:23]=[CH:24][C:19]=1[NH:18][C:10]1[N:9]=[C:8]([CH2:7][CH2:6][C:5]2[CH:40]=[CH:41][CH:42]=[CH:43][C:4]=2[CH2:3][C:2]([NH2:1])=[O:44])[C:13]([C:14]([F:15])([F:16])[F:17])=[CH:12][N:11]=1. (4) Given the reactants [CH:1]1([N:7]2[C:11]3([CH2:16][CH2:15][NH:14][CH2:13][CH2:12]3)[C:10](=[O:17])[N:9]([CH2:18][C:19]3[CH:20]=[C:21]([CH:29]=[CH:30][CH:31]=3)[C:22]([O:24][C:25]([CH3:28])([CH3:27])[CH3:26])=[O:23])[CH2:8]2)[CH2:6][CH2:5][CH2:4][CH2:3][CH2:2]1.I[CH2:33][CH2:34][CH2:35][C:36]([C:38]1[CH:43]=[CH:42][C:41]([F:44])=[CH:40][CH:39]=1)=[O:37].C(=O)([O-])[O-].[K+].[K+], predict the reaction product. The product is: [CH:1]1([N:7]2[C:11]3([CH2:16][CH2:15][N:14]([CH2:33][CH2:34][CH2:35][C:36]([C:38]4[CH:39]=[CH:40][C:41]([F:44])=[CH:42][CH:43]=4)=[O:37])[CH2:13][CH2:12]3)[C:10](=[O:17])[N:9]([CH2:18][C:19]3[CH:20]=[C:21]([CH:29]=[CH:30][CH:31]=3)[C:22]([O:24][C:25]([CH3:27])([CH3:28])[CH3:26])=[O:23])[CH2:8]2)[CH2:2][CH2:3][CH2:4][CH2:5][CH2:6]1. (5) Given the reactants [CH3:1][S:2](Cl)(=[O:4])=[O:3].[Br:6][C:7]1[CH:8]=[C:9]([C:14]2([C:22]3[CH:27]=[CH:26][C:25]([OH:28])=[CH:24][CH:23]=3)[NH:18][C:17](=[S:19])[N:16]([CH3:20])[C:15]2=[O:21])[CH:10]=[CH:11][C:12]=1[F:13].C(N(CC)CC)C, predict the reaction product. The product is: [CH3:1][S:2]([O:28][C:25]1[CH:26]=[CH:27][C:22]([C:14]2([C:9]3[CH:10]=[CH:11][C:12]([F:13])=[C:7]([Br:6])[CH:8]=3)[C:15](=[O:21])[N:16]([CH3:20])[C:17](=[S:19])[NH:18]2)=[CH:23][CH:24]=1)(=[O:4])=[O:3]. (6) Given the reactants [C:1]1([C:11]2[CH:16]=[CH:15][CH:14]=[CH:13][CH:12]=2)[CH:6]=[CH:5][C:4]([S:7](Cl)(=[O:9])=[O:8])=[CH:3][CH:2]=1.Cl.[NH:18]1[C:22]([CH2:23][NH2:24])=[CH:21][N:20]=[N:19]1, predict the reaction product. The product is: [NH:18]1[C:22]([CH2:23][NH:24][S:7]([C:4]2[CH:5]=[CH:6][C:1]([C:11]3[CH:16]=[CH:15][CH:14]=[CH:13][CH:12]=3)=[CH:2][CH:3]=2)(=[O:9])=[O:8])=[CH:21][N:20]=[N:19]1.